From a dataset of Catalyst prediction with 721,799 reactions and 888 catalyst types from USPTO. Predict which catalyst facilitates the given reaction. Reactant: FC(F)(F)C(O)=O.C(OC(=O)[NH:14][CH2:15][C:16]1[CH:21]=[CH:20][C:19]([S:22](=[O:38])(=[O:37])[NH:23][C:24](=[O:36])[CH2:25][CH2:26][CH2:27][CH2:28][CH2:29][CH2:30][CH2:31][CH2:32][CH2:33][CH2:34][CH3:35])=[CH:18][CH:17]=1)(C)(C)C. Product: [NH2:14][CH2:15][C:16]1[CH:21]=[CH:20][C:19]([S:22]([NH:23][C:24](=[O:36])[CH2:25][CH2:26][CH2:27][CH2:28][CH2:29][CH2:30][CH2:31][CH2:32][CH2:33][CH2:34][CH3:35])(=[O:37])=[O:38])=[CH:18][CH:17]=1. The catalyst class is: 4.